Dataset: NCI-60 drug combinations with 297,098 pairs across 59 cell lines. Task: Regression. Given two drug SMILES strings and cell line genomic features, predict the synergy score measuring deviation from expected non-interaction effect. Drug 1: C1=NC(=NC(=O)N1C2C(C(C(O2)CO)O)O)N. Drug 2: C1CN(P(=O)(OC1)NCCCl)CCCl. Cell line: SNB-75. Synergy scores: CSS=5.46, Synergy_ZIP=1.56, Synergy_Bliss=5.72, Synergy_Loewe=2.25, Synergy_HSA=5.90.